From a dataset of Reaction yield outcomes from USPTO patents with 853,638 reactions. Predict the reaction yield, written as a fraction of the theoretical maximum amount of product (1.0 means a 100% yield; for example, 0.34 means a 34% yield). (1) The reactants are Br[CH:2]([C:5](=O)[C:6]([CH3:9])([CH3:8])[CH3:7])[C:3]#[N:4].[NH2:11][C:12]([NH2:14])=[S:13]. No catalyst specified. The product is [NH2:14][C:12]1[S:13][C:2]([C:3]#[N:4])=[C:5]([C:6]([CH3:9])([CH3:8])[CH3:7])[N:11]=1. The yield is 0.663. (2) The reactants are [Cl:1][C:2]1[CH:7]=[CH:6][C:5]([CH:8]2[CH2:10][CH:9]2[C:11]([O:13]CC)=[O:12])=[CH:4][CH:3]=1.C[O-].[Na+].CO.O[Li].O. The catalyst is CCO. The product is [Cl:1][C:2]1[CH:3]=[CH:4][C:5]([CH:8]2[CH2:10][CH:9]2[C:11]([OH:13])=[O:12])=[CH:6][CH:7]=1. The yield is 0.980. (3) The yield is 0.990. The reactants are [CH3:1][C:2]1[N:3]=[C:4]([N:12]2[C:16](=[O:17])[N:15]([CH2:18][C:19]3[CH:24]=[CH:23][C:22]([C:25]([F:28])([F:27])[F:26])=[CH:21][CH:20]=3)[N:14]=[CH:13]2)[S:5][C:6]=1[C:7]([O:9]CC)=[O:8].O.O.[OH-].[Li+]. The product is [CH3:1][C:2]1[N:3]=[C:4]([N:12]2[C:16](=[O:17])[N:15]([CH2:18][C:19]3[CH:24]=[CH:23][C:22]([C:25]([F:28])([F:26])[F:27])=[CH:21][CH:20]=3)[N:14]=[CH:13]2)[S:5][C:6]=1[C:7]([OH:9])=[O:8]. The catalyst is O1CCCC1. (4) The reactants are [CH3:1][O:2][C:3]([C:5]1[CH:6]=[C:7]([N:11]2[C:15](=[O:16])[CH2:14][S:13][C:12]2=[S:17])[CH:8]=[CH:9][CH:10]=1)=[O:4].[CH2:18]([O:20][C:21]1[CH:22]=[C:23]([CH:26]=[CH:27][C:28]=1[OH:29])[CH:24]=O)[CH3:19].C([O-])(=O)C.[NH4+].O. The catalyst is C(O)(=O)C. The product is [CH3:1][O:2][C:3]([C:5]1[CH:6]=[C:7]([N:11]2[C:15](=[O:16])[C:14](=[CH:24][C:23]3[CH:26]=[CH:27][C:28]([OH:29])=[C:21]([O:20][CH2:18][CH3:19])[CH:22]=3)[S:13][C:12]2=[S:17])[CH:8]=[CH:9][CH:10]=1)=[O:4]. The yield is 0.510. (5) The reactants are [F:1][C:2]1[CH:7]=[CH:6][C:5]([OH:8])=[CH:4][CH:3]=1.[H-].[Na+].[Br:11][C:12]1[CH:13]=[C:14]([N+]([O-])=O)[C:15]([C:18]#[N:19])=[N:16][CH:17]=1.O. The catalyst is CN(C=O)C. The product is [Br:11][C:12]1[CH:13]=[C:14]([O:8][C:5]2[CH:6]=[CH:7][C:2]([F:1])=[CH:3][CH:4]=2)[C:15]([C:18]#[N:19])=[N:16][CH:17]=1. The yield is 0.780.